From a dataset of Reaction yield outcomes from USPTO patents with 853,638 reactions. Predict the reaction yield, written as a fraction of the theoretical maximum amount of product (1.0 means a 100% yield; for example, 0.34 means a 34% yield). (1) The reactants are C[O:2][C:3]1[CH:4]=[C:5]([CH:16]=[CH:17][CH:18]=1)[O:6][C:7]1[CH:15]=[CH:14][C:10]([C:11]([OH:13])=[O:12])=[CH:9][CH:8]=1. The catalyst is Br.CC(O)=O. The product is [OH:2][C:3]1[CH:4]=[C:5]([CH:16]=[CH:17][CH:18]=1)[O:6][C:7]1[CH:15]=[CH:14][C:10]([C:11]([OH:13])=[O:12])=[CH:9][CH:8]=1. The yield is 0.790. (2) The reactants are Br[CH2:2][CH2:3][C:4]([F:7])([F:6])[F:5].[Mg].[O:9]1[CH:13]=[C:12]([CH:14]=[O:15])[CH:11]=[N:10]1. The catalyst is BrC(Br)C.C1COCC1. The product is [F:5][C:4]([F:7])([F:6])[CH2:3][CH2:2][CH:14]([C:12]1[CH:11]=[N:10][O:9][CH:13]=1)[OH:15]. The yield is 0.710.